Dataset: Catalyst prediction with 721,799 reactions and 888 catalyst types from USPTO. Task: Predict which catalyst facilitates the given reaction. (1) Reactant: [CH3:1][O:2][CH2:3][CH2:4][NH:5][CH3:6].O.Br[C:9]1[N:13]([C:14]2[C:22]3[C:18](=[N:19][O:20][N:21]=3)[CH:17]=[CH:16][CH:15]=2)[C:12]([C:23]2[CH:24]=[N:25][C:26]([C:29]3[CH:34]=[CH:33][CH:32]=[CH:31][CH:30]=3)=[CH:27][CH:28]=2)=[N:11][N:10]=1. Product: [N:19]1[O:20][N:21]=[C:22]2[C:14]([N:13]3[C:12]([C:23]4[CH:24]=[N:25][C:26]([C:29]5[CH:34]=[CH:33][CH:32]=[CH:31][CH:30]=5)=[CH:27][CH:28]=4)=[N:11][N:10]=[C:9]3[N:5]([CH2:4][CH2:3][O:2][CH3:1])[CH3:6])=[CH:15][CH:16]=[CH:17][C:18]=12. The catalyst class is: 22. (2) Reactant: [CH2:1]([O:3][C:4](=[O:50])[C:5]([CH3:49])([O:42][C:43]1[CH:48]=[CH:47][CH:46]=[CH:45][CH:44]=1)[CH2:6][C:7]1[CH:12]=[CH:11][C:10]([O:13][CH2:14][CH2:15][CH:16]2[CH2:20][N:19]([CH2:21][C:22]3[CH:27]=[CH:26][C:25]([C:28]([F:31])([F:30])[F:29])=[CH:24][CH:23]=3)[C:18](=[O:32])[N:17]2CC2C=CC(OC)=CC=2)=[CH:9][CH:8]=1)[CH3:2].C([SiH](CC)CC)C. Product: [CH2:1]([O:3][C:4](=[O:50])[C:5]([CH3:49])([O:42][C:43]1[CH:48]=[CH:47][CH:46]=[CH:45][CH:44]=1)[CH2:6][C:7]1[CH:12]=[CH:11][C:10]([O:13][CH2:14][CH2:15][CH:16]2[CH2:20][N:19]([CH2:21][C:22]3[CH:27]=[CH:26][C:25]([C:28]([F:29])([F:30])[F:31])=[CH:24][CH:23]=3)[C:18](=[O:32])[NH:17]2)=[CH:9][CH:8]=1)[CH3:2]. The catalyst class is: 55. (3) Reactant: [N+:1]([C:4]1[CH:9]=[CH:8][C:7]([C@@H:10]([NH:12][C:13]([C:15]2[CH:16]=[C:17]3[C:21](=[CH:22][CH:23]=2)[N:20]([CH2:24][C:25]2[CH:30]=[CH:29][C:28]([C:31]4[CH:36]=[CH:35][C:34]([C:37]([O:39]CC)=[O:38])=[CH:33][CH:32]=4)=[CH:27][CH:26]=2)[CH:19]=[CH:18]3)=[O:14])[CH3:11])=[CH:6][CH:5]=1)([O-:3])=[O:2].[OH-].[Na+].Cl. Product: [N+:1]([C:4]1[CH:9]=[CH:8][C:7]([C@@H:10]([NH:12][C:13]([C:15]2[CH:16]=[C:17]3[C:21](=[CH:22][CH:23]=2)[N:20]([CH2:24][C:25]2[CH:30]=[CH:29][C:28]([C:31]4[CH:32]=[CH:33][C:34]([C:37]([OH:39])=[O:38])=[CH:35][CH:36]=4)=[CH:27][CH:26]=2)[CH:19]=[CH:18]3)=[O:14])[CH3:11])=[CH:6][CH:5]=1)([O-:3])=[O:2]. The catalyst class is: 5. (4) Reactant: [CH3:1][C:2]1[CH:7]=[CH:6][C:5]([CH3:8])=[CH:4][C:3]=1[S:9]CCCCCC(O)=O.Br[CH2:19][CH2:20][CH2:21][C:22]([O:24]CC)=[O:23].CC1C=CC(C)=CC=1S.[OH-].[K+]. Product: [CH3:1][C:2]1[CH:7]=[CH:6][C:5]([CH3:8])=[CH:4][C:3]=1[S:9][CH2:19][CH2:20][CH2:21][C:22]([OH:24])=[O:23]. The catalyst class is: 8. (5) Reactant: [F:1][C:2]1[C:7]([O:8][CH:9]([CH3:11])[CH3:10])=[CH:6][C:5]([CH:12](C(OCC)=O)[C:13]([O:15][CH2:16][CH3:17])=[O:14])=[C:4]([N+:23]([O-:25])=[O:24])[CH:3]=1.[Li+].[Cl-].O. Product: [F:1][C:2]1[C:7]([O:8][CH:9]([CH3:11])[CH3:10])=[CH:6][C:5]([CH2:12][C:13]([O:15][CH2:16][CH3:17])=[O:14])=[C:4]([N+:23]([O-:25])=[O:24])[CH:3]=1. The catalyst class is: 16. (6) Reactant: [OH:1][C@@H:2]([C:4]1[CH:13]=[CH:12][C:7]([C:8]([O:10][CH3:11])=[O:9])=[C:6]([CH3:14])[CH:5]=1)[CH3:3].[C:15]1(P([C:15]2[CH:20]=[CH:19][CH:18]=[CH:17][CH:16]=2)[C:15]2[CH:20]=[CH:19][CH:18]=[CH:17][CH:16]=2)[CH:20]=[CH:19][CH:18]=[CH:17][CH:16]=1.C1(O)C=CC=CC=1.N(C(OC(C)C)=O)=NC(OC(C)C)=O. Product: [CH3:14][C:6]1[CH:5]=[C:4]([C@@H:2]([O:1][C:15]2[CH:20]=[CH:19][CH:18]=[CH:17][CH:16]=2)[CH3:3])[CH:13]=[CH:12][C:7]=1[C:8]([O:10][CH3:11])=[O:9]. The catalyst class is: 7. (7) Reactant: [NH2:1][C:2]1[S:3][C:4]2[CH2:10][CH:9]([NH:11][CH2:12][CH2:13][CH3:14])[CH2:8][CH2:7][C:5]=2[N:6]=1.[ClH:15]. Product: [ClH:15].[ClH:15].[NH2:1][C:2]1[S:3][C:4]2[CH2:10][CH:9]([NH:11][CH2:12][CH2:13][CH3:14])[CH2:8][CH2:7][C:5]=2[N:6]=1. The catalyst class is: 5.